This data is from CYP2C19 inhibition data for predicting drug metabolism from PubChem BioAssay. The task is: Regression/Classification. Given a drug SMILES string, predict its absorption, distribution, metabolism, or excretion properties. Task type varies by dataset: regression for continuous measurements (e.g., permeability, clearance, half-life) or binary classification for categorical outcomes (e.g., BBB penetration, CYP inhibition). Dataset: cyp2c19_veith. (1) The compound is Clc1ccc(Cl)c(Nc2ccnc(SCc3ccccc3)n2)c1. The result is 1 (inhibitor). (2) The compound is Cc1cnc(CNc2nc(-c3ccoc3)nc3ccccc23)cn1. The result is 0 (non-inhibitor).